Dataset: Catalyst prediction with 721,799 reactions and 888 catalyst types from USPTO. Task: Predict which catalyst facilitates the given reaction. (1) Reactant: [CH3:1][NH2:2].Br[CH2:4][C:5]1[CH:12]=[CH:11][C:8]([C:9]#[N:10])=[CH:7][CH:6]=1. Product: [CH3:1][NH:2][CH2:4][C:5]1[CH:12]=[CH:11][C:8]([C:9]#[N:10])=[CH:7][CH:6]=1. The catalyst class is: 14. (2) Reactant: [C:1]([O:9][CH2:10][C:11]#[CH:12])(=[O:8])[C:2]1[CH:7]=[CH:6][CH:5]=[CH:4][CH:3]=1.C(N(CC)CC)C.[CH:20](=[N:22][OH:23])[CH3:21].Cl[O-].[Na+]. Product: [C:1]([O:9][CH2:10][C:11]1[O:23][N:22]=[C:20]([CH3:21])[CH:12]=1)(=[O:8])[C:2]1[CH:7]=[CH:6][CH:5]=[CH:4][CH:3]=1. The catalyst class is: 22. (3) Reactant: B.C1COCC1.B(F)(F)F.CCOCC.[F:16][C:17]1[CH:41]=[CH:40][C:20]([CH2:21][C@H:22]2[C:26](=O)[N:25]([C:28]([O:30][C:31]([CH3:34])([CH3:33])[CH3:32])=[O:29])[C@H:24]([C:35]([O:37]CC)=[O:36])[CH2:23]2)=[CH:19][CH:18]=1.[Cl-].[NH4+].[OH-].[Li+]. Product: [C:31]([O:30][C:28]([N:25]1[CH2:26][C@H:22]([CH2:21][C:20]2[CH:40]=[CH:41][C:17]([F:16])=[CH:18][CH:19]=2)[CH2:23][C@H:24]1[C:35]([OH:37])=[O:36])=[O:29])([CH3:34])([CH3:32])[CH3:33]. The catalyst class is: 34. (4) Reactant: [CH2:1]([O:8][C:9]1[CH:10]=[C:11]2[C:16](=[CH:17][CH:18]=1)[C:15](=[O:19])[N:14]([CH2:20][CH:21]([CH3:23])[CH3:22])[C:13]([CH2:24]Cl)=[C:12]2[C:26]1[CH:31]=[CH:30][CH:29]=[CH:28][C:27]=1[F:32])[C:2]1[CH:7]=[CH:6][CH:5]=[CH:4][CH:3]=1.[C:33]1(=[O:43])[NH:37][C:36](=[O:38])[C:35]2=[CH:39][CH:40]=[CH:41][CH:42]=[C:34]12.[K].O. Product: [CH2:1]([O:8][C:9]1[CH:10]=[C:11]2[C:16](=[CH:17][CH:18]=1)[C:15](=[O:19])[N:14]([CH2:20][CH:21]([CH3:23])[CH3:22])[C:13]([CH2:24][N:37]1[C:33](=[O:43])[C:34]3[C:35](=[CH:39][CH:40]=[CH:41][CH:42]=3)[C:36]1=[O:38])=[C:12]2[C:26]1[CH:31]=[CH:30][CH:29]=[CH:28][C:27]=1[F:32])[C:2]1[CH:7]=[CH:6][CH:5]=[CH:4][CH:3]=1. The catalyst class is: 9. (5) Reactant: [CH3:1][C:2]1[C:7]([CH2:8][S+:9]([O-:19])[C:10]2[NH:11][C:12]3[CH:13]=[CH:14][CH:15]=[CH:16][C:17]=3[N:18]=2)=[N:6][CH:5]=[CH:4][C:3]=1[O:20][CH2:21][CH2:22][CH2:23][O:24][CH3:25].[OH-].[Na+:27].C. Product: [CH3:1][C:2]1[C:7]([CH2:8][S+:9]([O-:19])[C:10]2[N-:11][C:12]3[CH:13]=[CH:14][CH:15]=[CH:16][C:17]=3[N:18]=2)=[N:6][CH:5]=[CH:4][C:3]=1[O:20][CH2:21][CH2:22][CH2:23][O:24][CH3:25].[Na+:27]. The catalyst class is: 1. (6) Reactant: [C:1]([C:5]1[N:10]=[C:9]([N:11]2[CH2:16][CH2:15][N:14]([CH2:17][CH2:18][CH2:19][CH2:20][NH2:21])[CH2:13][CH2:12]2)[CH:8]=[C:7]([C:22]([F:25])([F:24])[F:23])[N:6]=1)([CH3:4])([CH3:3])[CH3:2].C1N=CN([C:31](N2C=NC=C2)=[O:32])C=1.[NH:38]1[C:46]2[C:41](=[CH:42][CH:43]=[CH:44][CH:45]=2)[CH2:40][CH2:39]1. Product: [C:1]([C:5]1[N:10]=[C:9]([N:11]2[CH2:16][CH2:15][N:14]([CH2:17][CH2:18][CH2:19][CH2:20][NH:21][C:31]([N:38]3[C:46]4[C:41](=[CH:42][CH:43]=[CH:44][CH:45]=4)[CH2:40][CH2:39]3)=[O:32])[CH2:13][CH2:12]2)[CH:8]=[C:7]([C:22]([F:24])([F:25])[F:23])[N:6]=1)([CH3:4])([CH3:2])[CH3:3]. The catalyst class is: 147. (7) Reactant: [C:1]([C:5]1[CH:42]=[CH:41][C:8]([CH2:9][O:10][C:11]2[CH:16]=[CH:15][CH:14]=[CH:13][C:12]=2/[CH:17]=[CH:18]/[CH:19]([CH2:31][CH2:32][C:33]2[CH:38]=[CH:37][C:36]([C:39]#[N:40])=[CH:35][CH:34]=2)[CH2:20][C:21]2[CH:30]=[CH:29][C:24]([C:25]([NH:27][NH2:28])=[O:26])=[CH:23][CH:22]=2)=[CH:7][CH:6]=1)([CH3:4])([CH3:3])[CH3:2].Cl[C:44](OC(Cl)(Cl)Cl)=[O:45]. Product: [C:1]([C:5]1[CH:42]=[CH:41][C:8]([CH2:9][O:10][C:11]2[CH:16]=[CH:15][CH:14]=[CH:13][C:12]=2/[CH:17]=[CH:18]/[CH:19]([CH2:20][C:21]2[CH:30]=[CH:29][C:24]([C:25]3[O:26][C:44](=[O:45])[NH:28][N:27]=3)=[CH:23][CH:22]=2)[CH2:31][CH2:32][C:33]2[CH:38]=[CH:37][C:36]([C:39]#[N:40])=[CH:35][CH:34]=2)=[CH:7][CH:6]=1)([CH3:4])([CH3:2])[CH3:3]. The catalyst class is: 12. (8) Reactant: [Cl:1][C:2]1[S:6][C:5]([C:7]([NH:9][CH:10]([C:12]2[CH:21]=[CH:20][C:15]([C:16]([O:18]C)=[O:17])=[CH:14][CH:13]=2)[CH3:11])=[O:8])=[C:4]([CH2:22][C:23]2[CH:28]=[CH:27][CH:26]=[C:25]([Cl:29])[CH:24]=2)[CH:3]=1.[Li+].[OH-]. Product: [Cl:1][C:2]1[S:6][C:5]([C:7]([NH:9][CH:10]([C:12]2[CH:13]=[CH:14][C:15]([C:16]([OH:18])=[O:17])=[CH:20][CH:21]=2)[CH3:11])=[O:8])=[C:4]([CH2:22][C:23]2[CH:28]=[CH:27][CH:26]=[C:25]([Cl:29])[CH:24]=2)[CH:3]=1. The catalyst class is: 36. (9) Reactant: [I:1][C:2]1[C:10]2[C:5](=[CH:6][CH:7]=[C:8]([C:11]3[O:15][C:14](=O)[NH:13][N:12]=3)[CH:9]=2)[N:4]([S:17]([C:20]2[CH:26]=[CH:25][C:23]([CH3:24])=[CH:22][CH:21]=2)(=[O:19])=[O:18])[CH:3]=1.CN.[CH:29]([N:32](C(C)C)CC)(C)C.F[P-](F)(F)(F)(F)F.CN([PH+](N(C)C)N(C)C)C. Product: [I:1][C:2]1[C:10]2[C:5](=[CH:6][CH:7]=[C:8]([C:11]3[O:15][C:14]([NH:32][CH3:29])=[N:13][N:12]=3)[CH:9]=2)[N:4]([S:17]([C:20]2[CH:26]=[CH:25][C:23]([CH3:24])=[CH:22][CH:21]=2)(=[O:19])=[O:18])[CH:3]=1. The catalyst class is: 18. (10) Product: [CH2:1]([N:8]1[C:12]2[CH:13]=[CH:14][C:15]3[N:16]([C:17]([CH3:20])=[N:18][N:19]=3)[C:11]=2[CH:10]=[C:9]1[C:21]1[CH:25]=[CH:24][N:23]([C:26]2([CH2:30][C:31]#[N:32])[CH2:29][N:28]([CH2:33][CH3:34])[CH2:27]2)[N:22]=1)[C:2]1[CH:7]=[CH:6][CH:5]=[CH:4][CH:3]=1. Reactant: [CH2:1]([N:8]1[C:12]2[CH:13]=[CH:14][C:15]3[N:16]([C:17]([CH3:20])=[N:18][N:19]=3)[C:11]=2[CH:10]=[C:9]1[C:21]1[CH:25]=[CH:24][N:23]([C:26]2([CH2:30][C:31]#[N:32])[CH2:29][NH:28][CH2:27]2)[N:22]=1)[C:2]1[CH:7]=[CH:6][CH:5]=[CH:4][CH:3]=1.[CH:33](=O)[CH3:34].C(O[BH-](OC(=O)C)OC(=O)C)(=O)C.[Na+]. The catalyst class is: 2.